This data is from Forward reaction prediction with 1.9M reactions from USPTO patents (1976-2016). The task is: Predict the product of the given reaction. Given the reactants P([O-])([O-])([O-])=[O:2].[K+].[K+].[K+].[O:9]=[CH:10][C@@H:11]([C@H:13]([C@@H:15]([C@@H:17]([CH2:19][OH:20])[OH:18])[OH:16])[OH:14])[OH:12].C[C@]1(O)[C@@H]2C(=C(O)[C@]3(O)C(=O)C(C(N)=O)=C(O)[C@@H](N(C)C)[C@@H]3C2)C(=O)C2C(O)=CC=CC1=2.S(=O)(=O)(O)O.C([O-])(=O)CC(CC([O-])=O)(C([O-])=O)O.[Na+].[Na+].[Na+].[OH-:74].[Na+].OP(O)(O)=O, predict the reaction product. The product is: [O:9]=[CH:10][C@H:11]([C@@H:13]([C@H:15]([C@H:17]([CH2:19][OH:20])[OH:18])[OH:16])[OH:14])[OH:12].[O:74]=[O:2].